This data is from Forward reaction prediction with 1.9M reactions from USPTO patents (1976-2016). The task is: Predict the product of the given reaction. (1) Given the reactants C1(C)C=CC(S(O)(=O)=O)=CC=1.[NH2:12][C@H:13]1[C@@H:16]([O:17][CH2:18][CH:19]([CH3:21])[CH3:20])[NH:15][C:14]1=[O:22].C(N(C(C)C)CC)(C)C.[I:32][C:33]1[CH:38]=[CH:37][C:36]([C:39](Cl)([C:46]2[CH:51]=[CH:50][CH:49]=[CH:48][CH:47]=2)[C:40]2[CH:45]=[CH:44][CH:43]=[CH:42][CH:41]=2)=[CH:35][CH:34]=1, predict the reaction product. The product is: [I:32][C:33]1[CH:34]=[CH:35][C:36]([C:39]([NH:12][C@H:13]2[C@@H:16]([O:17][CH2:18][CH:19]([CH3:20])[CH3:21])[NH:15][C:14]2=[O:22])([C:40]2[CH:41]=[CH:42][CH:43]=[CH:44][CH:45]=2)[C:46]2[CH:51]=[CH:50][CH:49]=[CH:48][CH:47]=2)=[CH:37][CH:38]=1. (2) Given the reactants [CH3:1][C:2]12[CH2:14][C:13]3[C:8](=[CH:9][CH:10]=[CH:11][CH:12]=3)[CH:3]1[NH:4][CH2:5][CH2:6][CH2:7]2.C=O.[C:17](=O)([O-])O.[Na+].[CH3:22][S:23]([O-:26])(=[O:25])=[O:24].CS(O)(=O)=O, predict the reaction product. The product is: [CH3:22][S:23]([OH:26])(=[O:25])=[O:24].[CH3:17][N:4]1[CH2:5][CH2:6][CH2:7][C:2]2([CH3:1])[CH2:14][C:13]3[C:8]([CH:3]12)=[CH:9][CH:10]=[CH:11][CH:12]=3.